This data is from NCI-60 drug combinations with 297,098 pairs across 59 cell lines. The task is: Regression. Given two drug SMILES strings and cell line genomic features, predict the synergy score measuring deviation from expected non-interaction effect. (1) Drug 1: C1CC(=O)NC(=O)C1N2C(=O)C3=CC=CC=C3C2=O. Drug 2: COCCOC1=C(C=C2C(=C1)C(=NC=N2)NC3=CC=CC(=C3)C#C)OCCOC.Cl. Cell line: HS 578T. Synergy scores: CSS=1.78, Synergy_ZIP=-0.190, Synergy_Bliss=1.26, Synergy_Loewe=-1.32, Synergy_HSA=-0.400. (2) Drug 1: CC1CCC2CC(C(=CC=CC=CC(CC(C(=O)C(C(C(=CC(C(=O)CC(OC(=O)C3CCCCN3C(=O)C(=O)C1(O2)O)C(C)CC4CCC(C(C4)OC)OCCO)C)C)O)OC)C)C)C)OC. Drug 2: COC1=C2C(=CC3=C1OC=C3)C=CC(=O)O2. Cell line: HCC-2998. Synergy scores: CSS=18.8, Synergy_ZIP=-4.05, Synergy_Bliss=-3.62, Synergy_Loewe=8.48, Synergy_HSA=3.04. (3) Cell line: NCI-H460. Synergy scores: CSS=13.0, Synergy_ZIP=-2.11, Synergy_Bliss=-1.44, Synergy_Loewe=-38.4, Synergy_HSA=-0.659. Drug 1: CC1C(C(CC(O1)OC2CC(OC(C2O)C)OC3=CC4=CC5=C(C(=O)C(C(C5)C(C(=O)C(C(C)O)O)OC)OC6CC(C(C(O6)C)O)OC7CC(C(C(O7)C)O)OC8CC(C(C(O8)C)O)(C)O)C(=C4C(=C3C)O)O)O)O. Drug 2: CNC(=O)C1=NC=CC(=C1)OC2=CC=C(C=C2)NC(=O)NC3=CC(=C(C=C3)Cl)C(F)(F)F.